From a dataset of Catalyst prediction with 721,799 reactions and 888 catalyst types from USPTO. Predict which catalyst facilitates the given reaction. (1) Reactant: [NH:1]1[CH:5]=[CH:4][CH:3]=[N:2]1.CN(C)C=O.[H-].[Na+].[C:13]([O:17][C:18]([N:20]1[CH2:26][CH2:25][CH2:24][N:23]([C:27]2[N:31]([CH2:32][CH2:33]OS(C)(=O)=O)[C:30]3[CH:39]=[CH:40][CH:41]=[CH:42][C:29]=3[N:28]=2)[CH2:22][CH2:21]1)=[O:19])([CH3:16])([CH3:15])[CH3:14]. Product: [C:13]([O:17][C:18]([N:20]1[CH2:26][CH2:25][CH2:24][N:23]([C:27]2[N:31]([CH2:32][CH2:33][N:1]3[CH:5]=[CH:4][CH:3]=[N:2]3)[C:30]3[CH:39]=[CH:40][CH:41]=[CH:42][C:29]=3[N:28]=2)[CH2:22][CH2:21]1)=[O:19])([CH3:14])([CH3:15])[CH3:16]. The catalyst class is: 4. (2) Reactant: Cl[C:2]1[CH:7]=[C:6]([C:8]([F:11])([F:10])[F:9])[CH:5]=[CH:4][N:3]=1.[Cl:12][C:13]1[CH:18]=[CH:17][CH:16]=[CH:15][C:14]=1B(O)O.O. Product: [Cl:12][C:13]1[CH:18]=[CH:17][CH:16]=[CH:15][C:14]=1[C:2]1[CH:7]=[C:6]([C:8]([F:11])([F:10])[F:9])[CH:5]=[CH:4][N:3]=1. The catalyst class is: 57. (3) Reactant: [CH3:1][C:2]1[CH:35]=[C:34]([OH:36])[C:33]2[C:31](=[O:32])[C:25]3[C:26]([OH:30])=[CH:27][C:28]([OH:29])=[C:23]4[C:24]=3[C:5](=[C:6]3[C:16]5=[C:17]4[C:18]([OH:22])=[CH:19][C:20]([OH:21])=[C:15]5[C:13](=[O:14])[C:12]4[C:11]([OH:37])=[CH:10][C:9]([CH3:38])=[CH:8][C:7]3=4)[C:4]=2[CH:3]=1. Product: [CH3:1][C:2]1[CH:35]=[C:34]([OH:36])[C:33]2[C:31](=[O:32])[C:25]3[C:26]([OH:30])=[CH:27][C:28]([OH:29])=[C:23]4[C:17]5[C:18]([OH:22])=[CH:19][C:20]([OH:21])=[C:15]6[C:13](=[O:14])[C:12]7=[C:7]8[C:6]([C:16]=56)=[C:5]([C:24]=34)[C:4]=2[C:3]=1[C:8]8=[C:9]([CH3:38])[CH:10]=[C:11]7[OH:37]. The catalyst class is: 21. (4) Reactant: C1(=O)[N:5]([CH2:6][C:7]2[N:8]=[CH:9][C:10]([CH2:13][N:14]3[C:19]([CH3:20])=[CH:18][C:17]([O:21][CH2:22][C:23]4[CH:28]=[CH:27][C:26]([F:29])=[CH:25][C:24]=4[F:30])=[C:16]([Br:31])[C:15]3=[O:32])=[N:11][CH:12]=2)C(=O)C2=CC=CC=C12.O.NN.Cl. Product: [NH2:5][CH2:6][C:7]1[N:8]=[CH:9][C:10]([CH2:13][N:14]2[C:19]([CH3:20])=[CH:18][C:17]([O:21][CH2:22][C:23]3[CH:28]=[CH:27][C:26]([F:29])=[CH:25][C:24]=3[F:30])=[C:16]([Br:31])[C:15]2=[O:32])=[N:11][CH:12]=1. The catalyst class is: 12. (5) Reactant: [CH3:1][O:2][C:3]([C:5]1[CH:6]=[C:7](/[CH:11]=[CH:12]/[C:13]([OH:15])=O)[CH:8]=[CH:9][CH:10]=1)=[O:4].C(N(CC)CC)C.F[P-](F)(F)(F)(F)F.N1(O[P+](N(C)C)(N(C)C)N(C)C)C2C=CC=CC=2N=N1.[NH2:50][C:51]1[CH:56]=[CH:55][CH:54]=[CH:53][C:52]=1[NH:57][C:58](=[O:64])[O:59][C:60]([CH3:63])([CH3:62])[CH3:61]. Product: [C:60]([O:59][C:58]([NH:57][C:52]1[CH:53]=[CH:54][CH:55]=[CH:56][C:51]=1[NH:50][C:13](=[O:15])/[CH:12]=[CH:11]/[C:7]1[CH:6]=[C:5]([CH:10]=[CH:9][CH:8]=1)[C:3]([O:2][CH3:1])=[O:4])=[O:64])([CH3:63])([CH3:61])[CH3:62]. The catalyst class is: 220.